This data is from Catalyst prediction with 721,799 reactions and 888 catalyst types from USPTO. The task is: Predict which catalyst facilitates the given reaction. (1) Reactant: [Br:1][C:2]1[CH:3]=[C:4]([O:11][CH3:12])[CH:5]=[C:6]2[C:10]=1[NH:9][CH2:8][CH2:7]2.Cl[C:14]1[C:19]2[N:20]=[N:21][N:22]([CH:23]([CH2:26][CH3:27])[CH2:24][CH3:25])[C:18]=2[CH:17]=[C:16]([CH3:28])[N:15]=1.C[Si]([N-][Si](C)(C)C)(C)C.[Na+].C(OCC)(=O)C. Product: [Br:1][C:2]1[CH:3]=[C:4]([O:11][CH3:12])[CH:5]=[C:6]2[C:10]=1[N:9]([C:14]1[C:19]3[N:20]=[N:21][N:22]([CH:23]([CH2:26][CH3:27])[CH2:24][CH3:25])[C:18]=3[CH:17]=[C:16]([CH3:28])[N:15]=1)[CH2:8][CH2:7]2. The catalyst class is: 1. (2) Reactant: [Cl:1][C:2]1[CH:7]=[C:6]([O:8][C:9]2[CH:14]=[C:13]([F:15])[C:12]([N+:16]([O-])=O)=[CH:11][C:10]=2[F:19])[CH:5]=[CH:4][N:3]=1.C1COCC1.[Cl-].[NH4+]. Product: [Cl:1][C:2]1[CH:7]=[C:6]([O:8][C:9]2[C:10]([F:19])=[CH:11][C:12]([NH2:16])=[C:13]([F:15])[CH:14]=2)[CH:5]=[CH:4][N:3]=1. The catalyst class is: 284. (3) Reactant: [CH2:1]([O:3][C:4](=[O:22])[CH2:5][CH2:6][CH2:7][O:8][C:9]1[CH:10]=[N:11][C:12]([C:15]2[CH:20]=[CH:19][CH:18]=[C:17]([OH:21])[CH:16]=2)=[CH:13][CH:14]=1)[CH3:2].[H-].[Na+].Br[CH:26]1[CH2:30][CH2:29][CH2:28][CH2:27]1. Product: [CH2:1]([O:3][C:4](=[O:22])[CH2:5][CH2:6][CH2:7][O:8][C:9]1[CH:10]=[N:11][C:12]([C:15]2[CH:20]=[CH:19][CH:18]=[C:17]([O:21][CH:26]3[CH2:30][CH2:29][CH2:28][CH2:27]3)[CH:16]=2)=[CH:13][CH:14]=1)[CH3:2]. The catalyst class is: 3. (4) Reactant: Br[C:2]1[CH:11]=[C:10]2[C:5]([N:6]=[CH:7][C:8]([N:12]3[CH2:17][CH2:16][O:15][CH2:14][CH2:13]3)=[N:9]2)=[CH:4][CH:3]=1.[OH:18][C:19]1[CH:20]=[C:21]([NH:25][C:26](=[O:31])[C:27]([CH3:30])([CH3:29])[CH3:28])[CH:22]=[CH:23][CH:24]=1.C([O-])([O-])=O.[Cs+].[Cs+]. Product: [O:15]1[CH2:16][CH2:17][N:12]([C:8]2[CH:7]=[N:6][C:5]3[C:10]([N:9]=2)=[CH:11][C:2]([O:18][C:19]2[CH:20]=[C:21]([NH:25][C:26](=[O:31])[C:27]([CH3:29])([CH3:28])[CH3:30])[CH:22]=[CH:23][CH:24]=2)=[CH:3][CH:4]=3)[CH2:13][CH2:14]1. The catalyst class is: 122. (5) Reactant: [CH2:1]([O:8][C:9]1[CH:17]=[C:16]2[C:12]([CH:13]=[C:14](CC(O)=O)[NH:15]2)=[CH:11][CH:10]=1)[C:2]1[CH:7]=[CH:6][CH:5]=[CH:4][CH:3]=1.[C:22]([C:29]1[NH:30]C=CN=1)(C1NC=CN=1)=O.[OH-:34].[NH4+]. Product: [CH2:1]([O:8][C:9]1[CH:17]=[C:16]2[C:12]([C:13]([CH2:22][C:29]([NH2:30])=[O:34])=[CH:14][NH:15]2)=[CH:11][CH:10]=1)[C:2]1[CH:3]=[CH:4][CH:5]=[CH:6][CH:7]=1. The catalyst class is: 7. (6) The catalyst class is: 8. Reactant: Cl[CH:2]([C:5]1[CH:10]=[CH:9][CH:8]=[C:7]([N+:11]([O-:13])=[O:12])[CH:6]=1)[CH2:3][CH3:4].[CH3:14][S-:15].[Na+].O. Product: [CH3:14][S:15][CH:2]([C:5]1[CH:10]=[CH:9][CH:8]=[C:7]([N+:11]([O-:13])=[O:12])[CH:6]=1)[CH2:3][CH3:4]. (7) Reactant: Br[C:2]1[CH:3]=[C:4]([C:14]([NH:16][CH2:17][C:18]2[C:19](=[O:26])[NH:20][C:21]([CH3:25])=[CH:22][C:23]=2[CH3:24])=[O:15])[C:5]2[CH:6]=[N:7][N:8]([CH:11]([CH3:13])[CH3:12])[C:9]=2[CH:10]=1.[CH3:27][N:28]1[CH:32]=[C:31](B2OC(C)(C)C(C)(C)O2)[CH:30]=[N:29]1.C(=O)(O)[O-].[Na+]. Product: [CH3:24][C:23]1[CH:22]=[C:21]([CH3:25])[NH:20][C:19](=[O:26])[C:18]=1[CH2:17][NH:16][C:14]([C:4]1[C:5]2[CH:6]=[N:7][N:8]([CH:11]([CH3:13])[CH3:12])[C:9]=2[CH:10]=[C:2]([C:31]2[CH:30]=[N:29][N:28]([CH3:27])[CH:32]=2)[CH:3]=1)=[O:15]. The catalyst class is: 669. (8) Reactant: [OH:1][C:2]1[C:9]([CH3:10])=[CH:8][C:5]([CH:6]=[O:7])=[CH:4][C:3]=1[CH3:11].[OH-].[K+].I[CH:15]([CH3:17])[CH3:16]. Product: [CH:15]([O:1][C:2]1[C:3]([CH3:11])=[CH:4][C:5]([CH:6]=[O:7])=[CH:8][C:9]=1[CH3:10])([CH3:17])[CH3:16]. The catalyst class is: 680. (9) Reactant: CC(C)([O-])C.[K+].[CH3:7][N:8]1[CH2:13][CH2:12][CH:11]([OH:14])[CH2:10][CH2:9]1.F[C:16]1[CH:47]=[CH:46][C:45]([C:48]([F:51])([F:50])[F:49])=[CH:44][C:17]=1[C:18]([NH:20][C:21]1[CH:26]=[CH:25][C:24]([CH3:27])=[C:23]([C:28]([NH:30][C:31]2[CH:32]=[N:33][C:34]([NH:37][C:38]3[CH:43]=[CH:42][CH:41]=[CH:40][CH:39]=3)=[N:35][CH:36]=2)=[O:29])[CH:22]=1)=[O:19]. Product: [CH3:27][C:24]1[CH:25]=[CH:26][C:21]([NH:20][C:18]([C:17]2[CH:44]=[C:45]([C:48]([F:51])([F:49])[F:50])[CH:46]=[CH:47][C:16]=2[O:14][CH:11]2[CH2:12][CH2:13][N:8]([CH3:7])[CH2:9][CH2:10]2)=[O:19])=[CH:22][C:23]=1[C:28]([NH:30][C:31]1[CH:36]=[N:35][C:34]([NH:37][C:38]2[CH:43]=[CH:42][CH:41]=[CH:40][CH:39]=2)=[N:33][CH:32]=1)=[O:29]. The catalyst class is: 76. (10) Reactant: [NH:1]1[C:5]2[CH:6]=[CH:7][C:8]([O:10][C:11]3[CH:16]=[CH:15][C:14]([CH2:17][NH:18][CH:19]4[CH2:24][CH2:23][C:22]([CH3:26])([CH3:25])[CH2:21][CH2:20]4)=[CH:13][CH:12]=3)=[CH:9][C:4]=2[N:3]=[CH:2]1.[C:27](O[C:27]([O:29][C:30]([CH3:33])([CH3:32])[CH3:31])=[O:28])([O:29][C:30]([CH3:33])([CH3:32])[CH3:31])=[O:28].C([O-])(O)=O.[Na+]. Product: [NH:1]1[C:5]2[CH:6]=[CH:7][C:8]([O:10][C:11]3[CH:12]=[CH:13][C:14]([CH2:17][N:18]([CH:19]4[CH2:24][CH2:23][C:22]([CH3:26])([CH3:25])[CH2:21][CH2:20]4)[C:27](=[O:28])[O:29][C:30]([CH3:33])([CH3:32])[CH3:31])=[CH:15][CH:16]=3)=[CH:9][C:4]=2[N:3]=[CH:2]1. The catalyst class is: 84.